From a dataset of Forward reaction prediction with 1.9M reactions from USPTO patents (1976-2016). Predict the product of the given reaction. (1) Given the reactants [CH3:1][C:2]1([CH3:30])[CH2:10][C:9]2[NH:8][N:7]=[C:6]([C:11]([NH:13][C:14]3[CH:15]=[N:16][N:17]([CH:19]([C:24]4[CH:29]=[CH:28][CH:27]=[CH:26][CH:25]=4)[CH2:20][CH2:21][NH:22][CH3:23])[CH:18]=3)=[O:12])[C:5]=2[CH2:4][CH2:3]1.C(N(CC)CC)C.[CH3:38][S:39](Cl)(=[O:41])=[O:40], predict the reaction product. The product is: [CH3:1][C:2]1([CH3:30])[CH2:10][C:9]2[NH:8][N:7]=[C:6]([C:11]([NH:13][C:14]3[CH:15]=[N:16][N:17]([CH:19]([C:24]4[CH:25]=[CH:26][CH:27]=[CH:28][CH:29]=4)[CH2:20][CH2:21][N:22]([CH3:23])[S:39]([CH3:38])(=[O:41])=[O:40])[CH:18]=3)=[O:12])[C:5]=2[CH2:4][CH2:3]1. (2) Given the reactants [F:1][C:2]1[C:3]([C:8]2([CH2:12][N:13]([C:21]3[N:22]=[N:23][C:24]([C:27]4[S:28][C:29]([CH2:32]O)=[CH:30][N:31]=4)=[CH:25][CH:26]=3)[C:14](=[O:20])[O:15][C:16]([CH3:19])([CH3:18])[CH3:17])[CH2:11][CH2:10][CH2:9]2)=[N:4][CH:5]=[CH:6][CH:7]=1.S(Cl)([Cl:36])=O, predict the reaction product. The product is: [Cl:36][CH2:32][C:29]1[S:28][C:27]([C:24]2[N:23]=[N:22][C:21]([N:13]([CH2:12][C:8]3([C:3]4[C:2]([F:1])=[CH:7][CH:6]=[CH:5][N:4]=4)[CH2:11][CH2:10][CH2:9]3)[C:14](=[O:20])[O:15][C:16]([CH3:19])([CH3:18])[CH3:17])=[CH:26][CH:25]=2)=[N:31][CH:30]=1. (3) Given the reactants [CH3:1][N:2]1[CH2:15][CH2:14][C:5]2[NH:6][C:7]3[CH:8]=[CH:9][C:10]([CH3:13])=[CH:11][C:12]=3[C:4]=2[CH2:3]1.[OH-].[K+].Br[CH2:19][CH2:20][C:21]1[CH:26]=[CH:25][C:24]([O:27][CH2:28][CH3:29])=[CH:23][CH:22]=1, predict the reaction product. The product is: [CH2:28]([O:27][C:24]1[CH:25]=[CH:26][C:21]([CH2:20][CH2:19][N:6]2[C:7]3[CH:8]=[CH:9][C:10]([CH3:13])=[CH:11][C:12]=3[C:4]3[CH2:3][N:2]([CH3:1])[CH2:15][CH2:14][C:5]2=3)=[CH:22][CH:23]=1)[CH3:29]. (4) Given the reactants [OH:1][C:2]1[CH:11]=[C:10]2[C:5]([CH2:6][CH2:7][CH2:8][C:9]2=[O:12])=[CH:4][CH:3]=1.Cl[C:14]1[CH:22]=[CH:21][C:17]([C:18]([NH2:20])=[O:19])=[CH:16][N:15]=1.C([O-])([O-])=O.[K+].[K+].CC(N(C)C)=O, predict the reaction product. The product is: [O:12]=[C:9]1[C:10]2[CH:11]=[C:2]([O:1][C:22]3[CH:14]=[N:15][CH:16]=[C:17]([CH:21]=3)[C:18]([NH2:20])=[O:19])[CH:3]=[CH:4][C:5]=2[CH2:6][CH2:7][CH2:8]1. (5) Given the reactants [Cl:1][C:2]1[CH:8]=[CH:7][C:5]([OH:6])=[CH:4][C:3]=1[OH:9].F[C:11](F)(F)[C:12]([OH:14])=O.[CH2:17]([O:19][C:20](=[O:22])[CH3:21])[CH3:18].[CH3:23]O, predict the reaction product. The product is: [C:20]([O:19][CH2:17][CH2:18][C:11]1[C:12](=[O:14])[O:6][C:5]2[C:7]([CH:23]=1)=[CH:8][C:2]([Cl:1])=[C:3]([OH:9])[CH:4]=2)(=[O:22])[CH3:21]. (6) Given the reactants C([C@H](N)C(O)=O)C[C:3]([NH:5][C@H:6]([C:9](NCC(O)=O)=[O:10])[CH2:7][SH:8])=[O:4].N[C@H](C(O)=[O:26])CS.[Se], predict the reaction product. The product is: [CH2:7]1[S:8][C:3](=[O:4])[NH:5][C@@H:6]1[C:9]([OH:10])=[O:26]. (7) Given the reactants [Cl:1][C:2]1[CH:7]=[CH:6][C:5]([C@H:8]2[C@H:13]([OH:14])[C@@H:12]([OH:15])[C@H:11]([OH:16])[C@@H:10]([CH2:17]O)[O:9]2)=[CH:4][C:3]=1[CH2:19][C:20]1[CH:25]=[CH:24][C:23]([O:26][CH2:27][CH3:28])=[CH:22][CH:21]=1.C1C=CC(P(C2C=CC=CC=2)C2C=CC=CC=2)=CC=1.N1C=CN=C1.[I:53]I, predict the reaction product. The product is: [Cl:1][C:2]1[CH:7]=[CH:6][C:5]([C@H:8]2[C@H:13]([OH:14])[C@@H:12]([OH:15])[C@H:11]([OH:16])[C@@H:10]([CH2:17][I:53])[O:9]2)=[CH:4][C:3]=1[CH2:19][C:20]1[CH:25]=[CH:24][C:23]([O:26][CH2:27][CH3:28])=[CH:22][CH:21]=1. (8) The product is: [C:17]([O:16][C:14](=[O:15])[N:2]([CH2:3][CH2:4][OH:5])[CH3:1])([CH3:18])([CH3:19])[CH3:20]. Given the reactants [CH3:1][NH:2][CH2:3][CH2:4][OH:5].[C:17]([O:16][C:14](O[C:14]([O:16][C:17]([CH3:20])([CH3:19])[CH3:18])=[O:15])=[O:15])([CH3:20])([CH3:19])[CH3:18], predict the reaction product. (9) Given the reactants Br[C:2]1[CH:8]=[C:7]([F:9])[C:5]([NH2:6])=[C:4]([F:10])[CH:3]=1.[Cl:11][C:12]1[C:17]([O:18][CH3:19])=[CH:16][C:15](B(O)O)=[CH:14][CH:13]=1, predict the reaction product. The product is: [Cl:11][C:12]1[CH:13]=[CH:14][C:15]([C:2]2[CH:8]=[C:7]([F:9])[C:5]([NH2:6])=[C:4]([F:10])[CH:3]=2)=[CH:16][C:17]=1[O:18][CH3:19]. (10) Given the reactants [Br:1][C:2]1[CH:7]=[CH:6][C:5]([CH:8]([CH2:12][CH:13]2[CH2:17][CH2:16][CH2:15][CH2:14]2)[C:9]([OH:11])=O)=[CH:4][CH:3]=1.C(Cl)(=O)C(Cl)=O.[NH2:24][C:25]1[S:26][CH:27]=[CH:28][N:29]=1.C(N(CC)C(C)C)(C)C, predict the reaction product. The product is: [Br:1][C:2]1[CH:3]=[CH:4][C:5]([CH:8]([CH2:12][CH:13]2[CH2:17][CH2:16][CH2:15][CH2:14]2)[C:9]([NH:24][C:25]2[S:26][CH:27]=[CH:28][N:29]=2)=[O:11])=[CH:6][CH:7]=1.